Predict the product of the given reaction. From a dataset of Forward reaction prediction with 1.9M reactions from USPTO patents (1976-2016). (1) Given the reactants [CH2:1]([O:3][C:4](=[O:9])[C:5]([NH2:8])=[N:6][OH:7])[CH3:2].[C:10]([C:12]1[CH:20]=[CH:19][C:15]([C:16](Cl)=O)=[C:14]([F:21])[CH:13]=1)#[N:11], predict the reaction product. The product is: [CH2:1]([O:3][C:4]([C:5]1[N:8]=[C:16]([C:15]2[CH:19]=[CH:20][C:12]([C:10]#[N:11])=[CH:13][C:14]=2[F:21])[O:7][N:6]=1)=[O:9])[CH3:2]. (2) Given the reactants Br[C:2]1[CH:7]=[C:6]([Cl:8])[N:5]=[N:4][C:3]=1[NH2:9].Br[CH2:11][C:12]([C:14]1[CH:15]=[N:16][N:17]([CH2:19][C:20]2[CH:25]=[CH:24][C:23]([O:26][CH3:27])=[CH:22][CH:21]=2)[CH:18]=1)=O.[NH:28]1[CH2:33][CH2:32][O:31][CH2:30][CH2:29]1, predict the reaction product. The product is: [Cl:8][C:6]1[CH:7]=[C:2]([N:28]2[CH2:33][CH2:32][O:31][CH2:30][CH2:29]2)[C:3]2[N:4]([CH:11]=[C:12]([C:14]3[CH:15]=[N:16][N:17]([CH2:19][C:20]4[CH:25]=[CH:24][C:23]([O:26][CH3:27])=[CH:22][CH:21]=4)[CH:18]=3)[N:9]=2)[N:5]=1. (3) Given the reactants [CH2:1]([O:3][C:4]1[CH:9]=[C:8]([C:10]2[CH:15]=[CH:14][N:13]=[CH:12][CH:11]=2)[CH:7]=[CH:6][C:5]=1[NH:16][C:17](=[O:22])[C:18]([F:21])([F:20])[F:19])[CH3:2].[CH3:23][C:24]([OH:26])=[O:25], predict the reaction product. The product is: [C:24]([OH:26])(=[O:25])[CH3:23].[CH2:1]([O:3][C:4]1[CH:9]=[C:8]([CH:10]2[CH2:15][CH2:14][NH:13][CH2:12][CH2:11]2)[CH:7]=[CH:6][C:5]=1[NH:16][C:17](=[O:22])[C:18]([F:19])([F:20])[F:21])[CH3:2].